Dataset: HIV replication inhibition screening data with 41,000+ compounds from the AIDS Antiviral Screen. Task: Binary Classification. Given a drug SMILES string, predict its activity (active/inactive) in a high-throughput screening assay against a specified biological target. The compound is Cc1ccc(S(=O)(=O)NN=C(c2nc3ccc([N+](=O)[O-])cc3nc2O)C(O)c2ccc(C(O)C(=NNS(=O)(=O)c3ccc(C)cc3)c3nc4ccc([N+](=O)[O-])cc4nc3O)cc2)cc1. The result is 0 (inactive).